This data is from Forward reaction prediction with 1.9M reactions from USPTO patents (1976-2016). The task is: Predict the product of the given reaction. (1) Given the reactants [Cl:1][C:2]1[CH:3]=[C:4]([CH3:14])[C:5]2[NH:10]C(=O)[O:8][C:7](=O)[C:6]=2[CH:13]=1.C(O)(=O)C.[CH3:19][NH2:20].O, predict the reaction product. The product is: [NH2:10][C:5]1[C:4]([CH3:14])=[CH:3][C:2]([Cl:1])=[CH:13][C:6]=1[C:7]([NH:20][CH3:19])=[O:8]. (2) The product is: [NH2:22][CH:18]1[CH2:19][CH2:20][CH2:21][CH:16]([O:15][C:3]2[C:2]([Cl:1])=[CH:7][N:6]=[C:5]([NH:8][C:9]3[CH:10]=[N:11][N:12]([CH3:14])[CH:13]=3)[N:4]=2)[CH2:17]1. Given the reactants [Cl:1][C:2]1[C:3]([O:15][CH:16]2[CH2:21][CH2:20][CH2:19][CH:18]([NH:22]C(=O)OC(C)(C)C)[CH2:17]2)=[N:4][C:5]([NH:8][C:9]2[CH:10]=[N:11][N:12]([CH3:14])[CH:13]=2)=[N:6][CH:7]=1.C(O)(C(F)(F)F)=O, predict the reaction product. (3) Given the reactants [F:1][C:2]1[CH:3]=[C:4]2[C:8](=[CH:9][CH:10]=1)[CH:7]([NH:11][C:12]1[CH:21]=[CH:20][C:19]3[C:14](=[CH:15][CH:16]=[C:17]([NH2:22])[CH:18]=3)[N:13]=1)[CH2:6][CH2:5]2.[CH:23]1([C:26](O)=[O:27])[CH2:25][CH2:24]1, predict the reaction product. The product is: [F:1][C:2]1[CH:3]=[C:4]2[C:8](=[CH:9][CH:10]=1)[CH:7]([NH:11][C:12]1[CH:21]=[CH:20][C:19]3[C:14](=[CH:15][CH:16]=[C:17]([NH:22][C:26]([CH:23]4[CH2:25][CH2:24]4)=[O:27])[CH:18]=3)[N:13]=1)[CH2:6][CH2:5]2. (4) The product is: [CH2:18]([N:9]1[C:8]([C:4]2[CH:5]=[CH:6][CH:7]=[C:2]([Br:1])[CH:3]=2)([CH3:15])[CH2:12][O:11][S:10]1(=[O:14])=[O:13])[CH:17]=[CH2:16]. Given the reactants [Br:1][C:2]1[CH:3]=[C:4]([C:8]2([CH3:15])[CH2:12][O:11][S:10](=[O:14])(=[O:13])[NH:9]2)[CH:5]=[CH:6][CH:7]=1.[CH2:16](I)[CH:17]=[CH2:18].[OH-].[Na+], predict the reaction product. (5) Given the reactants [Cl:1][C:2]1[C:3]([N:11]2[CH2:16][CH2:15][CH:14]([C:17]([O:19][CH3:20])=[O:18])[CH2:13][CH2:12]2)=[N:4][CH:5]=[C:6]([CH:10]=1)[C:7]([OH:9])=O.CCN=C=NCCCN(C)C.C1C=CC2N(O)N=NC=2C=1.[NH2:42][CH2:43][CH:44]([OH:49])[CH2:45][CH2:46][CH2:47][CH3:48].CCN(C(C)C)C(C)C, predict the reaction product. The product is: [Cl:1][C:2]1[C:3]([N:11]2[CH2:16][CH2:15][CH:14]([C:17]([O:19][CH3:20])=[O:18])[CH2:13][CH2:12]2)=[N:4][CH:5]=[C:6]([C:7](=[O:9])[NH:42][CH2:43][CH:44]([OH:49])[CH2:45][CH2:46][CH2:47][CH3:48])[CH:10]=1. (6) Given the reactants [NH:1]1[CH2:6][CH2:5][C:4]2([O:11][C:10]3[C:12]4[C:17]([C:18](=[O:21])[C:19](=[O:20])[C:9]=3[S:8][CH2:7]2)=[CH:16][CH:15]=[CH:14][CH:13]=4)[CH2:3][CH2:2]1.[CH3:22][N:23]1[C:27]([CH3:28])=[CH:26][C:25]([C:29](Cl)=[O:30])=[N:24]1, predict the reaction product. The product is: [CH3:22][N:23]1[C:27]([CH3:28])=[CH:26][C:25]([C:29]([N:1]2[CH2:2][CH2:3][C:4]3([O:11][C:10]4[C:12]5[C:17]([C:18](=[O:21])[C:19](=[O:20])[C:9]=4[S:8][CH2:7]3)=[CH:16][CH:15]=[CH:14][CH:13]=5)[CH2:5][CH2:6]2)=[O:30])=[N:24]1. (7) Given the reactants O1CCCC1.B.N1CCCCC1.CS(O)(=O)=O.[O:18]=[C:19]([N:33]1[CH2:38][CH2:37][N:36]2[C:39]([C:42]([F:45])([F:44])[F:43])=[N:40][N:41]=[C:35]2[CH2:34]1)[CH:20]=[C:21]([NH2:32])[CH2:22][C:23]1[CH:28]=[C:27]([F:29])[C:26]([F:30])=[CH:25][C:24]=1[F:31].N, predict the reaction product. The product is: [O:18]=[C:19]([N:33]1[CH2:38][CH2:37][N:36]2[C:39]([C:42]([F:45])([F:44])[F:43])=[N:40][N:41]=[C:35]2[CH2:34]1)[CH2:20][CH:21]([NH2:32])[CH2:22][C:23]1[CH:28]=[C:27]([F:29])[C:26]([F:30])=[CH:25][C:24]=1[F:31]. (8) Given the reactants [CH3:1][C:2]([NH:13]C(=O)CCl)([CH3:12])[CH2:3][CH2:4][CH2:5][C:6]1[CH:11]=[CH:10][CH:9]=[CH:8][CH:7]=1.C(O)(=O)C.NC(N)=S, predict the reaction product. The product is: [CH3:12][C:2]([NH2:13])([CH3:1])[CH2:3][CH2:4][CH2:5][C:6]1[CH:11]=[CH:10][CH:9]=[CH:8][CH:7]=1. (9) Given the reactants [CH3:1][C:2]1[CH:6]=[C:5]([NH:7][C:8]2[CH:13]=[C:12](Cl)[N:11]=[C:10]([S:15][C:16]3[CH:21]=[CH:20][C:19]([NH:22][C:23]([CH:25]4[CH2:29][CH2:28][CH2:27][CH2:26]4)=[O:24])=[CH:18][CH:17]=3)[N:9]=2)[NH:4][N:3]=1.Cl.[CH:31]1([C:34]2([OH:38])[CH2:37][NH:36][CH2:35]2)[CH2:33][CH2:32]1.C(N(C(C)C)CC)(C)C, predict the reaction product. The product is: [CH3:1][C:2]1[CH:6]=[C:5]([NH:7][C:8]2[CH:13]=[C:12]([N:36]3[CH2:37][C:34]([CH:31]4[CH2:33][CH2:32]4)([OH:38])[CH2:35]3)[N:11]=[C:10]([S:15][C:16]3[CH:21]=[CH:20][C:19]([NH:22][C:23]([CH:25]4[CH2:29][CH2:28][CH2:27][CH2:26]4)=[O:24])=[CH:18][CH:17]=3)[N:9]=2)[NH:4][N:3]=1.